Dataset: NCI-60 drug combinations with 297,098 pairs across 59 cell lines. Task: Regression. Given two drug SMILES strings and cell line genomic features, predict the synergy score measuring deviation from expected non-interaction effect. (1) Drug 1: CS(=O)(=O)C1=CC(=C(C=C1)C(=O)NC2=CC(=C(C=C2)Cl)C3=CC=CC=N3)Cl. Drug 2: CNC(=O)C1=CC=CC=C1SC2=CC3=C(C=C2)C(=NN3)C=CC4=CC=CC=N4. Cell line: SNB-75. Synergy scores: CSS=6.43, Synergy_ZIP=0.221, Synergy_Bliss=5.10, Synergy_Loewe=1.47, Synergy_HSA=2.96. (2) Drug 1: CC1=C2C(C(=O)C3(C(CC4C(C3C(C(C2(C)C)(CC1OC(=O)C(C(C5=CC=CC=C5)NC(=O)OC(C)(C)C)O)O)OC(=O)C6=CC=CC=C6)(CO4)OC(=O)C)OC)C)OC. Drug 2: C1=CN(C=N1)CC(O)(P(=O)(O)O)P(=O)(O)O. Cell line: DU-145. Synergy scores: CSS=46.9, Synergy_ZIP=0.351, Synergy_Bliss=-0.685, Synergy_Loewe=-41.7, Synergy_HSA=-0.350. (3) Synergy scores: CSS=-0.342, Synergy_ZIP=0.777, Synergy_Bliss=-2.11, Synergy_Loewe=-11.9, Synergy_HSA=-5.89. Drug 2: C1C(C(OC1N2C=NC3=C(N=C(N=C32)Cl)N)CO)O. Cell line: OVCAR3. Drug 1: CNC(=O)C1=CC=CC=C1SC2=CC3=C(C=C2)C(=NN3)C=CC4=CC=CC=N4. (4) Drug 1: C1=CN(C=N1)CC(O)(P(=O)(O)O)P(=O)(O)O. Drug 2: CC1=C(N=C(N=C1N)C(CC(=O)N)NCC(C(=O)N)N)C(=O)NC(C(C2=CN=CN2)OC3C(C(C(C(O3)CO)O)O)OC4C(C(C(C(O4)CO)O)OC(=O)N)O)C(=O)NC(C)C(C(C)C(=O)NC(C(C)O)C(=O)NCCC5=NC(=CS5)C6=NC(=CS6)C(=O)NCCC[S+](C)C)O. Cell line: UO-31. Synergy scores: CSS=16.5, Synergy_ZIP=-7.77, Synergy_Bliss=-5.19, Synergy_Loewe=-14.1, Synergy_HSA=-5.23. (5) Drug 1: CCCS(=O)(=O)NC1=C(C(=C(C=C1)F)C(=O)C2=CNC3=C2C=C(C=N3)C4=CC=C(C=C4)Cl)F. Drug 2: CN(CC1=CN=C2C(=N1)C(=NC(=N2)N)N)C3=CC=C(C=C3)C(=O)NC(CCC(=O)O)C(=O)O. Cell line: NCI-H322M. Synergy scores: CSS=4.24, Synergy_ZIP=8.55, Synergy_Bliss=13.3, Synergy_Loewe=2.37, Synergy_HSA=6.93. (6) Drug 1: CC1=CC=C(C=C1)C2=CC(=NN2C3=CC=C(C=C3)S(=O)(=O)N)C(F)(F)F. Drug 2: C1C(C(OC1N2C=NC(=NC2=O)N)CO)O. Cell line: CCRF-CEM. Synergy scores: CSS=33.7, Synergy_ZIP=0.592, Synergy_Bliss=1.54, Synergy_Loewe=-5.66, Synergy_HSA=2.82.